Task: Predict the product of the given reaction.. Dataset: Forward reaction prediction with 1.9M reactions from USPTO patents (1976-2016) (1) Given the reactants [CH3:1][C:2]1[N:3]=[C:4]([C:21]2[O:22][CH2:23][CH:24]([C:26]3[CH:31]=[CH:30][CH:29]=[CH:28][CH:27]=3)[N:25]=2)[S:5][C:6]=1[CH2:7][C:8]1[CH:13]=[CH:12][CH:11]=[C:10]([N:14]2[CH2:19][CH2:18][N:17]([CH3:20])[CH2:16][CH2:15]2)[CH:9]=1.ClC1C(=O)C(C#N)=C(C#N)C(=O)C=1Cl, predict the reaction product. The product is: [CH3:1][C:2]1[N:3]=[C:4]([C:21]2[O:22][CH:23]=[C:24]([C:26]3[CH:31]=[CH:30][CH:29]=[CH:28][CH:27]=3)[N:25]=2)[S:5][C:6]=1[CH2:7][C:8]1[CH:13]=[CH:12][CH:11]=[C:10]([N:14]2[CH2:15][CH2:16][N:17]([CH3:20])[CH2:18][CH2:19]2)[CH:9]=1. (2) Given the reactants N[C:2]1[N:7]=[CH:6][C:5]([C:8]2[N:9]=[N:10][N:11]([CH2:13][C:14]([O:16][CH2:17][CH3:18])=[O:15])[N:12]=2)=[CH:4][N:3]=1.[Sb](Cl)(Cl)[Cl:20].N(OC(C)(C)C)=O, predict the reaction product. The product is: [Cl:20][C:2]1[N:7]=[CH:6][C:5]([C:8]2[N:9]=[N:10][N:11]([CH2:13][C:14]([O:16][CH2:17][CH3:18])=[O:15])[N:12]=2)=[CH:4][N:3]=1. (3) Given the reactants C[Si](C)(C)N[Si](C)(C)C.C(#N)C.Cl.Cl.[NH2:15][C:16]([C:20]1([C:23]([OH:25])=O)[CH2:22][CH2:21]1)([CH3:19])[CH2:17][NH2:18], predict the reaction product. The product is: [NH2:15][C:16]1([CH3:19])[C:20]2([CH2:22][CH2:21]2)[C:23](=[O:25])[NH:18][CH2:17]1. (4) Given the reactants S(Cl)([Cl:3])=O.Cl.[CH3:6][N:7]([CH2:9][CH:10]1[CH2:15][CH2:14][CH2:13][CH2:12][C:11]1([C:17]1[CH:18]=[N:19][CH:20]=[CH:21][CH:22]=1)O)[CH3:8].[Cl:23][Si](C)(C)C.O, predict the reaction product. The product is: [ClH:3].[ClH:23].[CH3:6][N:7]([CH3:8])[CH2:9][C:10]1[CH2:15][CH2:14][CH2:13][CH2:12][C:11]=1[C:17]1[CH:18]=[N:19][CH:20]=[CH:21][CH:22]=1.